From a dataset of NCI-60 drug combinations with 297,098 pairs across 59 cell lines. Regression. Given two drug SMILES strings and cell line genomic features, predict the synergy score measuring deviation from expected non-interaction effect. (1) Drug 1: CCC1(CC2CC(C3=C(CCN(C2)C1)C4=CC=CC=C4N3)(C5=C(C=C6C(=C5)C78CCN9C7C(C=CC9)(C(C(C8N6C=O)(C(=O)OC)O)OC(=O)C)CC)OC)C(=O)OC)O.OS(=O)(=O)O. Drug 2: C1CC(C1)(C(=O)O)C(=O)O.[NH2-].[NH2-].[Pt+2]. Cell line: KM12. Synergy scores: CSS=34.1, Synergy_ZIP=-7.64, Synergy_Bliss=-9.39, Synergy_Loewe=-15.7, Synergy_HSA=-2.27. (2) Drug 1: C1=CC(=CC=C1CC(C(=O)O)N)N(CCCl)CCCl.Cl. Drug 2: C(CN)CNCCSP(=O)(O)O. Cell line: NCI-H460. Synergy scores: CSS=14.7, Synergy_ZIP=-7.45, Synergy_Bliss=-0.568, Synergy_Loewe=-17.7, Synergy_HSA=-0.519. (3) Drug 1: C1=NC2=C(N1)C(=S)N=C(N2)N. Drug 2: C1=NC(=NC(=O)N1C2C(C(C(O2)CO)O)O)N. Cell line: SNB-19. Synergy scores: CSS=9.94, Synergy_ZIP=-0.327, Synergy_Bliss=1.86, Synergy_Loewe=0.583, Synergy_HSA=1.39. (4) Drug 1: CN(C)N=NC1=C(NC=N1)C(=O)N. Drug 2: C1=NNC2=C1C(=O)NC=N2. Cell line: LOX IMVI. Synergy scores: CSS=36.4, Synergy_ZIP=-4.78, Synergy_Bliss=-7.65, Synergy_Loewe=-3.57, Synergy_HSA=-2.46. (5) Drug 1: CC(C1=C(C=CC(=C1Cl)F)Cl)OC2=C(N=CC(=C2)C3=CN(N=C3)C4CCNCC4)N. Drug 2: CC1=C(C(=CC=C1)Cl)NC(=O)C2=CN=C(S2)NC3=CC(=NC(=N3)C)N4CCN(CC4)CCO. Cell line: RXF 393. Synergy scores: CSS=28.7, Synergy_ZIP=2.93, Synergy_Bliss=6.53, Synergy_Loewe=-20.5, Synergy_HSA=7.87. (6) Drug 1: C1CCC(CC1)NC(=O)N(CCCl)N=O. Drug 2: CC1=C2C(C(=O)C3(C(CC4C(C3C(C(C2(C)C)(CC1OC(=O)C(C(C5=CC=CC=C5)NC(=O)C6=CC=CC=C6)O)O)OC(=O)C7=CC=CC=C7)(CO4)OC(=O)C)O)C)OC(=O)C. Cell line: NCI-H460. Synergy scores: CSS=57.0, Synergy_ZIP=-3.71, Synergy_Bliss=-3.93, Synergy_Loewe=-25.6, Synergy_HSA=-2.61. (7) Drug 1: CS(=O)(=O)OCCCCOS(=O)(=O)C. Drug 2: COCCOC1=C(C=C2C(=C1)C(=NC=N2)NC3=CC=CC(=C3)C#C)OCCOC.Cl. Cell line: M14. Synergy scores: CSS=-3.81, Synergy_ZIP=1.20, Synergy_Bliss=-0.134, Synergy_Loewe=-1.99, Synergy_HSA=-2.57.